From a dataset of Catalyst prediction with 721,799 reactions and 888 catalyst types from USPTO. Predict which catalyst facilitates the given reaction. (1) Reactant: N#N.[C:3]1([P:9]([C:16]2[CH:21]=[CH:20][CH:19]=[CH:18][CH:17]=2)[C:10]2[CH:15]=[CH:14][CH:13]=[CH:12][CH:11]=2)[CH:8]=[CH:7][CH:6]=[CH:5][CH:4]=1.[N-:22]([S:30]([C:33]([F:36])([F:35])[F:34])(=[O:32])=[O:31])[S:23]([C:26]([F:29])([F:28])[F:27])(=[O:25])=[O:24].C(=O)(OCC)O[CH2:39][CH3:40]. Product: [F:36][C:33]([F:34])([F:35])[S:30]([N-:22][S:23]([C:26]([F:27])([F:28])[F:29])(=[O:24])=[O:25])(=[O:31])=[O:32].[CH2:39]([P+:9]([C:3]1[CH:4]=[CH:5][CH:6]=[CH:7][CH:8]=1)([C:10]1[CH:15]=[CH:14][CH:13]=[CH:12][CH:11]=1)[C:16]1[CH:17]=[CH:18][CH:19]=[CH:20][CH:21]=1)[CH3:40]. The catalyst class is: 5. (2) Reactant: [C:1]([NH:4][C@@H:5]1[C@@H:18]([O:19][CH2:20][CH:21]=[CH2:22])[C@H:17]([OH:23])[C@@H:16]([CH2:24][OH:25])[O:15][C@@H:6]1[O:7][CH2:8][C:9]1[CH:14]=[CH:13][CH:12]=[CH:11][CH:10]=1)(=[O:3])[CH3:2].[CH2:26](Br)[C:27]1[CH:32]=[CH:31][CH:30]=[CH:29][CH:28]=1.[H-].[Na+].C(=O)=O. Product: [C:1]([NH:4][C@@H:5]1[C@@H:18]([O:19][CH2:20][CH:21]=[CH2:22])[C@H:17]([O:23][CH2:26][C:27]2[CH:32]=[CH:31][CH:30]=[CH:29][CH:28]=2)[C@@H:16]([CH2:24][O:25][CH2:8][C:9]2[CH:14]=[CH:13][CH:12]=[CH:11][CH:10]=2)[O:15][C@@H:6]1[O:7][CH2:8][C:9]1[CH:10]=[CH:11][CH:12]=[CH:13][CH:14]=1)(=[O:3])[CH3:2]. The catalyst class is: 35. (3) Reactant: [CH:1]1([C:6]2[C:7]3[C:11]([CH:12]=[CH:13][CH:14]=2)=[N:10][N:9]2[C:15]([CH:20]4[CH2:25][CH2:24][N:23](C(OC(C)(C)C)=O)[CH2:22][CH2:21]4)=[CH:16][C:17](=[O:19])[NH:18][C:8]=32)[CH2:5][CH2:4][CH2:3][CH2:2]1.[ClH:33]. Product: [ClH:33].[CH:1]1([C:6]2[C:7]3[C:11]([CH:12]=[CH:13][CH:14]=2)=[N:10][N:9]2[C:15]([CH:20]4[CH2:21][CH2:22][NH:23][CH2:24][CH2:25]4)=[CH:16][C:17](=[O:19])[NH:18][C:8]=32)[CH2:2][CH2:3][CH2:4][CH2:5]1. The catalyst class is: 12. (4) The catalyst class is: 29. Reactant: C([N:8]1[CH2:12][C@@H:11]([C:13]2[CH:18]=[CH:17][CH:16]=[C:15]([C:19]([F:22])([F:21])[F:20])[C:14]=2[C:23]([O:25][CH3:26])=[O:24])[C@H:10]([C:27]([O:29]CC2C=CC=CC=2)=[O:28])[CH2:9]1)C1C=CC=CC=1.[C:45](O[C:45]([O:47][C:48]([CH3:51])([CH3:50])[CH3:49])=[O:46])([O:47][C:48]([CH3:51])([CH3:50])[CH3:49])=[O:46].[H][H]. Product: [C:48]([O:47][C:45]([N:8]1[CH2:12][C@@H:11]([C:13]2[CH:18]=[CH:17][CH:16]=[C:15]([C:19]([F:22])([F:21])[F:20])[C:14]=2[C:23]([O:25][CH3:26])=[O:24])[C@H:10]([C:27]([OH:29])=[O:28])[CH2:9]1)=[O:46])([CH3:49])([CH3:50])[CH3:51]. (5) Reactant: Br[CH2:2][C:3](=O)[C:4]([O:6][CH2:7][CH3:8])=[O:5].[NH2:10][C:11]([NH2:13])=[O:12]. Product: [NH2:13][C:11]1[O:12][CH:2]=[C:3]([C:4]([O:6][CH2:7][CH3:8])=[O:5])[N:10]=1. The catalyst class is: 14.